Task: Predict the reaction yield, written as a fraction of the theoretical maximum amount of product (1.0 means a 100% yield; for example, 0.34 means a 34% yield).. Dataset: Reaction yield outcomes from USPTO patents with 853,638 reactions (1) The reactants are [Cl:1][C:2]1[CH:11]=[C:10]2[C:5]([CH:6]=[CH:7][C:8]([CH3:12])=[N:9]2)=[C:4]([N:13]2[CH2:18][CH2:17][N:16]([CH2:19][C:20]([C:22]3[CH:23]=[CH:24][C:25]4[O:30][CH2:29][C:28](=[O:31])[NH:27][C:26]=4[CH:32]=3)=[O:21])[CH2:15][CH2:14]2)[CH:3]=1.[BH4-].[Na+]. The catalyst is CO.C(Cl)Cl. The product is [Cl:1][C:2]1[CH:11]=[C:10]2[C:5]([CH:6]=[CH:7][C:8]([CH3:12])=[N:9]2)=[C:4]([N:13]2[CH2:14][CH2:15][N:16]([CH2:19][CH:20]([C:22]3[CH:23]=[CH:24][C:25]4[O:30][CH2:29][C:28](=[O:31])[NH:27][C:26]=4[CH:32]=3)[OH:21])[CH2:17][CH2:18]2)[CH:3]=1. The yield is 0.640. (2) The reactants are [CH2:1]([N:5]1[C:9](=[O:10])[C:8]([NH:11][C:12]2[CH:13]=[C:14]3[C:19](=[CH:20][CH:21]=2)[CH2:18][N:17](C(OC(C)(C)C)=O)[CH2:16][CH2:15]3)=[C:7]([C:29]2[CH:34]=[CH:33][CH:32]=[CH:31][CH:30]=2)[S:6]1(=[O:36])=[O:35])[CH2:2][CH2:3][CH3:4].C([O-])(O)=O.[Na+]. The catalyst is C(Cl)Cl.C(O)(C(F)(F)F)=O. The product is [CH2:1]([N:5]1[C:9](=[O:10])[C:8]([NH:11][C:12]2[CH:13]=[C:14]3[C:19](=[CH:20][CH:21]=2)[CH2:18][NH:17][CH2:16][CH2:15]3)=[C:7]([C:29]2[CH:30]=[CH:31][CH:32]=[CH:33][CH:34]=2)[S:6]1(=[O:35])=[O:36])[CH2:2][CH2:3][CH3:4]. The yield is 0.670. (3) The reactants are [Br-].[Br:2][C:3]1[CH:4]=[N:5][CH:6]=[C:7]([CH2:9]P(C2C=CC=CC=2)(C2C=CC=CC=2)C2C=CC=CC=2)[CH:8]=1.[H-].[Na+].[F:31][C:32]1[CH:37]=[CH:36][C:35]([F:38])=[CH:34][C:33]=1[C:39](=O)[CH3:40]. The catalyst is O1CCCC1. The product is [Br:2][C:3]1[CH:4]=[N:5][CH:6]=[C:7](/[CH:9]=[C:39](\[C:33]2[CH:34]=[C:35]([F:38])[CH:36]=[CH:37][C:32]=2[F:31])/[CH3:40])[CH:8]=1. The yield is 0.210. (4) The reactants are [NH2:1][C:2]1[C:7]([CH2:8][OH:9])=[C:6]([NH:10][CH2:11][CH2:12][NH:13][C:14](=[O:20])[O:15][C:16]([CH3:19])([CH3:18])[CH3:17])[CH:5]=[C:4]([C:21]2[C:26]([O:27][CH2:28][C:29]3[CH:34]=[CH:33][C:32]([O:35][CH3:36])=[CH:31][CH:30]=3)=[CH:25][CH:24]=[CH:23][C:22]=2[O:37][CH2:38][CH:39]2[CH2:41][CH2:40]2)[N:3]=1.CCN(CC)CC.Cl[C:50](Cl)([O:52]C(=O)OC(Cl)(Cl)Cl)Cl. The catalyst is C1COCC1. The product is [CH:39]1([CH2:38][O:37][C:22]2[CH:23]=[CH:24][CH:25]=[C:26]([O:27][CH2:28][C:29]3[CH:30]=[CH:31][C:32]([O:35][CH3:36])=[CH:33][CH:34]=3)[C:21]=2[C:4]2[CH:5]=[C:6]([NH:10][CH2:11][CH2:12][NH:13][C:14](=[O:20])[O:15][C:16]([CH3:18])([CH3:19])[CH3:17])[C:7]3[CH2:8][O:9][C:50](=[O:52])[NH:1][C:2]=3[N:3]=2)[CH2:40][CH2:41]1. The yield is 0.690. (5) The reactants are [Br:1][C:2]1[CH:7]=[CH:6][C:5]([C:8]([CH3:13])([CH2:11][OH:12])[CH2:9]O)=[CH:4][CH:3]=1.C1(P(C2C=CC=CC=2)C2C=CC=CC=2)C=CC=CC=1.N(C(OC(C)C)=O)=NC(OC(C)C)=O. The catalyst is C1(C)C=CC=CC=1. The product is [Br:1][C:2]1[CH:7]=[CH:6][C:5]([C:8]2([CH3:13])[CH2:11][O:12][CH2:9]2)=[CH:4][CH:3]=1. The yield is 0.420. (6) The reactants are Br[C:2]1[C:7]([C:8]([O:10][CH3:11])=[O:9])=[CH:6][CH:5]=[CH:4][C:3]=1[NH:12][C:13]1[CH2:14][N:15]([C:20]([O:22][CH2:23][C:24]2[CH:29]=[CH:28][CH:27]=[CH:26][CH:25]=2)=[O:21])[CH2:16][C:17](=[O:19])[CH:18]=1.C1(C)C=CC=CC=1P(C1C=CC=CC=1C)C1C=CC=CC=1C.C(N(CC)CC)C. The catalyst is C(#N)C.C(Cl)Cl.O.C([O-])(=O)C.[Pd+2].C([O-])(=O)C. The product is [O:19]=[C:17]1[C:18]2[C:2]3[C:7]([C:8]([O:10][CH3:11])=[O:9])=[CH:6][CH:5]=[CH:4][C:3]=3[NH:12][C:13]=2[CH2:14][N:15]([C:20]([O:22][CH2:23][C:24]2[CH:29]=[CH:28][CH:27]=[CH:26][CH:25]=2)=[O:21])[CH2:16]1. The yield is 0.720. (7) The reactants are CC1C=CC(S(OCC2CC3C(C4C=CC=CC=4C)=CC=CC=3O2)(=O)=O)=CC=1.[N-]=[N+]=[N-].[Na+].[N:33]([CH2:36][CH:37]1[CH2:41][C:40]2[C:42]([C:46]3[CH:51]=[CH:50][CH:49]=[CH:48][C:47]=3[CH3:52])=[CH:43][CH:44]=[CH:45][C:39]=2[O:38]1)=[N+]=[N-].[N-]=[N+]=[N-]. The catalyst is [Pd]. The product is [CH3:52][C:47]1[CH:48]=[CH:49][CH:50]=[CH:51][C:46]=1[C:42]1[C:40]2[CH2:41][CH:37]([CH2:36][NH2:33])[O:38][C:39]=2[CH:45]=[CH:44][CH:43]=1. The yield is 0.850. (8) The reactants are C(OC([C:6]1[NH:7][C:8]2[C:13]([CH:14]=1)=[CH:12][C:11](Cl)=[CH:10][CH:9]=2)=O)C.[H-].[Na+].C1(S(Cl)(=O)=O)C=CC=CC=1.O. The catalyst is CN(C=O)C. The product is [NH:7]1[C:8]2[C:13](=[CH:12][CH:11]=[CH:10][CH:9]=2)[CH:14]=[CH:6]1. The yield is 0.900.